Dataset: Peptide-MHC class I binding affinity with 185,985 pairs from IEDB/IMGT. Task: Regression. Given a peptide amino acid sequence and an MHC pseudo amino acid sequence, predict their binding affinity value. This is MHC class I binding data. The MHC is HLA-A29:02 with pseudo-sequence HLA-A29:02. The peptide sequence is KFNPMKTYI. The binding affinity (normalized) is 0.247.